Dataset: Full USPTO retrosynthesis dataset with 1.9M reactions from patents (1976-2016). Task: Predict the reactants needed to synthesize the given product. Given the product [C:39]1([C:29]2[N:30]=[C:31]([C:33]3[CH:38]=[CH:37][CH:36]=[CH:35][CH:34]=3)[N:32]=[C:27]([N:21]3[C:20]4[CH:19]=[CH:18][CH:17]=[CH:16][C:15]=4[C:14](=[O:23])[C:13]4[CH:12]=[CH:11][C:10]5[C:6]6[CH:3]=[CH:4][CH:5]=[CH:24][C:7]=6[N:8]([C:27]6[N:32]=[C:31]([C:33]7[CH:38]=[CH:37][CH:36]=[CH:35][CH:34]=7)[N:30]=[C:29]([C:39]7[CH:40]=[CH:41][CH:42]=[CH:43][CH:44]=7)[N:28]=6)[C:9]=5[C:22]3=4)[N:28]=2)[CH:44]=[CH:43][CH:42]=[CH:41][CH:40]=1, predict the reactants needed to synthesize it. The reactants are: [H-].[Na+].[CH:3](/[C:6]1[C:10]2=[CH:11][CH:12]=[C:13]3[C:22]([NH:21][C:20]4[C:15](=[CH:16][CH:17]=[CH:18][CH:19]=4)[C:14]3=[O:23])=[C:9]2[NH:8][C:7]=1[CH:24]=C)=[CH:4]/[CH3:5].Cl[C:27]1[N:32]=[C:31]([C:33]2[CH:38]=[CH:37][CH:36]=[CH:35][CH:34]=2)[N:30]=[C:29]([C:39]2[CH:44]=[CH:43][CH:42]=[CH:41][CH:40]=2)[N:28]=1.